The task is: Predict the product of the given reaction.. This data is from Forward reaction prediction with 1.9M reactions from USPTO patents (1976-2016). (1) Given the reactants [CH:1]([CH:4]1[C:9](=[O:10])[NH:8][C:7]2[CH:11]=[CH:12][C:13]([CH3:15])=[CH:14][C:6]=2[O:5]1)([CH3:3])[CH3:2].C(=O)([O-])[O-].[K+].[K+].[C:22]([O:26][CH3:27])(=[O:25])[CH:23]=[CH2:24].Cl, predict the reaction product. The product is: [CH3:27][O:26][C:22](=[O:25])[CH2:23][CH2:24][N:8]1[C:7]2[CH:11]=[CH:12][C:13]([CH3:15])=[CH:14][C:6]=2[O:5][CH:4]([CH:1]([CH3:3])[CH3:2])[C:9]1=[O:10]. (2) Given the reactants [NH2:1][C:2]1[CH:3]=[N:4][N:5]([CH2:11][CH2:12][O:13][C:14]2[CH:19]=[CH:18][C:17]([C:20]([O:22][CH3:23])=[O:21])=[CH:16][CH:15]=2)[C:6]=1[C:7]([O:9]C)=O.[C:24]([C:26]([O:28][CH2:29][CH3:30])=[O:27])#[N:25].Cl.C(O)(=O)C, predict the reaction product. The product is: [CH3:23][O:22][C:20]([C:17]1[CH:18]=[CH:19][C:14]([O:13][CH2:12][CH2:11][N:5]2[C:6]3[C:7](=[O:9])[NH:25][C:24]([C:26]([O:28][CH2:29][CH3:30])=[O:27])=[N:1][C:2]=3[CH:3]=[N:4]2)=[CH:15][CH:16]=1)=[O:21].